From a dataset of Forward reaction prediction with 1.9M reactions from USPTO patents (1976-2016). Predict the product of the given reaction. (1) Given the reactants [F:1][C:2]1[CH:7]=[CH:6][C:5]([N:8]2[C:16]3[C:11](=[CH:12][C:13]([O:17][C@H:18]([C:22]4[CH:27]=[CH:26][CH:25]=[C:24]([O:28][CH3:29])[CH:23]=4)[C@@H:19]([NH2:21])[CH3:20])=[CH:14][CH:15]=3)[CH:10]=[N:9]2)=[CH:4][CH:3]=1.[CH3:30][N:31]1[CH:35]=[C:34]([C:36](O)=[O:37])[N:33]=[CH:32]1, predict the reaction product. The product is: [F:1][C:2]1[CH:3]=[CH:4][C:5]([N:8]2[C:16]3[C:11](=[CH:12][C:13]([O:17][C@H:18]([C:22]4[CH:27]=[CH:26][CH:25]=[C:24]([O:28][CH3:29])[CH:23]=4)[C@@H:19]([NH:21][C:36]([C:34]4[N:33]=[CH:32][N:31]([CH3:30])[CH:35]=4)=[O:37])[CH3:20])=[CH:14][CH:15]=3)[CH:10]=[N:9]2)=[CH:6][CH:7]=1. (2) Given the reactants [CH3:1][N:2]1[CH:6]=[C:5]([CH:7]=O)[C:4]([C:9]([F:12])([F:11])[F:10])=[N:3]1.[ClH:13].Cl.[F:15][C:16]1[CH:21]=[CH:20][C:19]([C:22]2[C:23]([N:28]3[CH2:33][CH2:32][NH:31][CH2:30][CH2:29]3)=[N:24][CH:25]=[CH:26][N:27]=2)=[CH:18][CH:17]=1.C(N(CC)CC)C.C(O)(=O)C.C(O[BH-](OC(=O)C)OC(=O)C)(=O)C.[Na+], predict the reaction product. The product is: [ClH:13].[ClH:13].[F:15][C:16]1[CH:21]=[CH:20][C:19]([C:22]2[C:23]([N:28]3[CH2:29][CH2:30][N:31]([CH2:7][C:5]4[C:4]([C:9]([F:12])([F:11])[F:10])=[N:3][N:2]([CH3:1])[CH:6]=4)[CH2:32][CH2:33]3)=[N:24][CH:25]=[CH:26][N:27]=2)=[CH:18][CH:17]=1. (3) Given the reactants [CH2:1]([O:8][C:9]1[C:10]([O:23][CH3:24])=[CH:11][C:12]([C:17]2[N:21]=[C:20]([CH3:22])[O:19][N:18]=2)=[C:13]([CH:16]=1)[CH:14]=[O:15])[C:2]1[CH:7]=[CH:6][CH:5]=[CH:4][CH:3]=1.CS(C)=[O:27].S(=O)(=O)(O)O.Cl([O-])=O.[Na+], predict the reaction product. The product is: [CH2:1]([O:8][C:9]1[C:10]([O:23][CH3:24])=[CH:11][C:12]([C:17]2[N:21]=[C:20]([CH3:22])[O:19][N:18]=2)=[C:13]([CH:16]=1)[C:14]([OH:27])=[O:15])[C:2]1[CH:3]=[CH:4][CH:5]=[CH:6][CH:7]=1. (4) Given the reactants [CH3:1][O:2][C:3]1[CH:13]=[CH:12][C:6]2[NH:7][C:8](=[O:11])[CH2:9][O:10][C:5]=2[CH:4]=1.[H-].[Na+].[Br:16][C:17]1[CH:18]=[C:19]([CH:22]=[C:23]([Cl:25])[CH:24]=1)[CH2:20]Br, predict the reaction product. The product is: [Br:16][C:17]1[CH:18]=[C:19]([CH:22]=[C:23]([Cl:25])[CH:24]=1)[CH2:20][N:7]1[C:6]2[CH:12]=[CH:13][C:3]([O:2][CH3:1])=[CH:4][C:5]=2[O:10][CH2:9][C:8]1=[O:11]. (5) Given the reactants C(OC(=O)[NH:7][CH2:8][C:9]#[C:10][C:11]1[S:19][C:18]2[C:17](Cl)=[N:16][CH:15]=[N:14][C:13]=2[CH:12]=1)(C)(C)C.[C:22]1([O:32][C:33]2[CH:39]=[CH:38][C:36]([NH2:37])=[CH:35][CH:34]=2)[C:31]2[C:26](=[CH:27][CH:28]=[CH:29][CH:30]=2)[CH:25]=[CH:24][CH:23]=1, predict the reaction product. The product is: [NH2:7][CH2:8][C:9]#[C:10][C:11]1[S:19][C:18]2[C:17]([NH:37][C:36]3[CH:38]=[CH:39][C:33]([O:32][C:22]4[C:31]5[C:26](=[CH:27][CH:28]=[CH:29][CH:30]=5)[CH:25]=[CH:24][CH:23]=4)=[CH:34][CH:35]=3)=[N:16][CH:15]=[N:14][C:13]=2[CH:12]=1. (6) Given the reactants N[C:2]1[CH:3]=[CH:4][C:5]([Cl:11])=[C:6]([CH:10]=1)[C:7]([OH:9])=[O:8].Cl.N([O-])=O.[Na+].[C:17]([C:20]1[N:21]([CH3:25])[CH:22]=[CH:23][CH:24]=1)(=[O:19])[CH3:18], predict the reaction product. The product is: [Cl:11][C:5]1[CH:4]=[CH:3][C:2]([C:24]2[CH:23]=[CH:22][N:21]([CH3:25])[C:20]=2[C:17](=[O:19])[CH3:18])=[CH:10][C:6]=1[C:7]([OH:9])=[O:8]. (7) Given the reactants [F:1][C:2]1[CH:7]=[CH:6][C:5]([N:8]2[C:16]3[C:11](=[CH:12][C:13]([CH:17](O)[CH2:18][CH:19]([CH3:21])[CH3:20])=[CH:14][CH:15]=3)[CH:10]=[N:9]2)=[CH:4][CH:3]=1.[CH3:23][O:24][C:25]([O:29][Si](C)(C)C)=[C:26]([CH3:28])[CH3:27], predict the reaction product. The product is: [F:1][C:2]1[CH:7]=[CH:6][C:5]([N:8]2[C:16]3[C:11](=[CH:12][C:13]([CH:17]([CH2:18][CH:19]([CH3:21])[CH3:20])[C:26]([CH3:28])([CH3:27])[C:25]([O:24][CH3:23])=[O:29])=[CH:14][CH:15]=3)[CH:10]=[N:9]2)=[CH:4][CH:3]=1. (8) Given the reactants [C:1]([O:4][CH2:5][C@@H:6]1[C@@H:13]2[C@@H:9]([O:10][C:11]([CH3:15])([CH3:14])[O:12]2)[C@H:8]([N:16]2[CH:24]=[N:23][C:22]3[C:17]2=[N:18][CH:19]=[N:20][C:21]=3Br)[O:7]1)(=[O:3])[CH3:2].[N:26]1([C:31]2[CH:32]=[C:33](B(O)O)[CH:34]=[CH:35][CH:36]=2)[CH:30]=[CH:29][CH:28]=[N:27]1.P([O-])([O-])([O-])=O.[K+].[K+].[K+].ClCCl, predict the reaction product. The product is: [C:1]([O:4][CH2:5][C@@H:6]1[C@@H:13]2[C@@H:9]([O:10][C:11]([CH3:15])([CH3:14])[O:12]2)[C@H:8]([N:16]2[CH:24]=[N:23][C:22]3[C:17]2=[N:18][CH:19]=[N:20][C:21]=3[C:35]2[CH:34]=[CH:33][CH:32]=[C:31]([N:26]3[CH:30]=[CH:29][CH:28]=[N:27]3)[CH:36]=2)[O:7]1)(=[O:3])[CH3:2].